Predict the product of the given reaction. From a dataset of Forward reaction prediction with 1.9M reactions from USPTO patents (1976-2016). (1) Given the reactants [CH:1]([C:3]1[C:4]([C:23]2[CH:28]=[CH:27][C:26]([CH3:29])=[CH:25][CH:24]=2)=[C:5]([CH2:14][NH:15][C:16](=[O:22])[O:17][C:18]([CH3:21])([CH3:20])[CH3:19])[C:6]([CH2:10][CH:11]([CH3:13])[CH3:12])=[N:7][C:8]=1[CH3:9])=O.[S:30]1[CH2:34][C:33](=[O:35])[NH:32][C:31]1=[O:36].N1CCCCC1, predict the reaction product. The product is: [O:36]=[C:31]1[NH:32][C:33](=[O:35])[C:34](=[CH:1][C:3]2[C:4]([C:23]3[CH:28]=[CH:27][C:26]([CH3:29])=[CH:25][CH:24]=3)=[C:5]([CH2:14][NH:15][C:16](=[O:22])[O:17][C:18]([CH3:19])([CH3:20])[CH3:21])[C:6]([CH2:10][CH:11]([CH3:12])[CH3:13])=[N:7][C:8]=2[CH3:9])[S:30]1. (2) Given the reactants [CH2:1]([O:3][C:4]([C:6]1[N:7]([CH:12]2[CH2:16][CH:15](Cl)[CH:14]=[CH:13]2)[CH:8]=[N:9][C:10]=1[CH3:11])=[O:5])[CH3:2].[C:18]1([C@H:28]([NH2:30])[CH3:29])[C:27]2[C:22](=[CH:23][CH:24]=[CH:25][CH:26]=2)[CH:21]=[CH:20][CH:19]=1.C(=O)([O-])[O-].[K+].[K+].CN(C=O)C, predict the reaction product. The product is: [CH2:1]([O:3][C:4]([C:6]1[N:7]([C@H:12]2[CH2:16][C@H:15]([NH:30][C@@H:28]([C:18]3[C:27]4[C:22](=[CH:23][CH:24]=[CH:25][CH:26]=4)[CH:21]=[CH:20][CH:19]=3)[CH3:29])[CH:14]=[CH:13]2)[CH:8]=[N:9][C:10]=1[CH3:11])=[O:5])[CH3:2]. (3) Given the reactants [F:1][C:2]([F:20])([F:19])[CH2:3][CH2:4][CH2:5][O:6][C:7]1[CH:12]=[CH:11][C:10]([N:13]2[CH2:18][CH2:17][NH:16][CH2:15][CH2:14]2)=[CH:9][CH:8]=1.C(N(CC)CC)C.[CH3:28][S:29](Cl)(=[O:31])=[O:30].O, predict the reaction product. The product is: [CH3:28][S:29]([N:16]1[CH2:17][CH2:18][N:13]([C:10]2[CH:11]=[CH:12][C:7]([O:6][CH2:5][CH2:4][CH2:3][C:2]([F:1])([F:19])[F:20])=[CH:8][CH:9]=2)[CH2:14][CH2:15]1)(=[O:31])=[O:30]. (4) Given the reactants [CH3:1][C:2]1([CH3:13])[CH2:11][CH2:10][C:9]2[N:8]=[CH:7][NH:6][C:5](=O)[C:4]=2[CH2:3]1.P(Cl)(Cl)([Cl:16])=O, predict the reaction product. The product is: [Cl:16][C:5]1[C:4]2[CH2:3][C:2]([CH3:13])([CH3:1])[CH2:11][CH2:10][C:9]=2[N:8]=[CH:7][N:6]=1. (5) The product is: [C:1]([C:5]1[CH:6]=[C:7]([NH:23][S:24]([CH3:27])(=[O:25])=[O:26])[C:8]([O:21][CH3:22])=[C:9]([NH:11][C:12](=[O:20])[NH:28][C:29]2[C:38]3[C:33](=[CH:34][CH:35]=[CH:36][CH:37]=3)[C:32]([O:39][C:40]3[CH:45]=[CH:44][N:43]=[C:42]([NH:46][C:47]4[CH:48]=[C:49]([CH:63]=[C:64]([C:66]#[CH:67])[CH:65]=4)[C:50]([NH:52][CH2:53][CH2:54][O:55][CH2:56][CH2:57][O:58][CH2:59][CH2:60][O:61][CH3:62])=[O:51])[N:41]=3)=[CH:31][CH:30]=2)[CH:10]=1)([CH3:3])([CH3:2])[CH3:4]. Given the reactants [C:1]([C:5]1[CH:6]=[C:7]([NH:23][S:24]([CH3:27])(=[O:26])=[O:25])[C:8]([O:21][CH3:22])=[C:9]([NH:11][C:12](=[O:20])OC2C=CC=CC=2)[CH:10]=1)([CH3:4])([CH3:3])[CH3:2].[NH2:28][C:29]1[C:38]2[C:33](=[CH:34][CH:35]=[CH:36][CH:37]=2)[C:32]([O:39][C:40]2[CH:45]=[CH:44][N:43]=[C:42]([NH:46][C:47]3[CH:48]=[C:49]([CH:63]=[C:64]([C:66]#[CH:67])[CH:65]=3)[C:50]([NH:52][CH2:53][CH2:54][O:55][CH2:56][CH2:57][O:58][CH2:59][CH2:60][O:61][CH3:62])=[O:51])[N:41]=2)=[CH:31][CH:30]=1.CCN(CC)CC, predict the reaction product.